This data is from Reaction yield outcomes from USPTO patents with 853,638 reactions. The task is: Predict the reaction yield, written as a fraction of the theoretical maximum amount of product (1.0 means a 100% yield; for example, 0.34 means a 34% yield). (1) The reactants are [Cl:1][C:2]1[CH:7]=[CH:6][C:5]([C@@H:8]2[CH2:12][NH:11][CH2:10][C@H:9]2[C:13]([O:15][CH3:16])=[O:14])=[CH:4][CH:3]=1.CCN(C(C)C)C(C)C.Br[C:27]1[S:28][CH:29]=[CH:30][N:31]=1. The catalyst is O1CCOCC1. The product is [Cl:1][C:2]1[CH:7]=[CH:6][C:5]([C@@H:8]2[CH2:12][N:11]([C:27]3[S:28][CH:29]=[CH:30][N:31]=3)[CH2:10][C@H:9]2[C:13]([O:15][CH3:16])=[O:14])=[CH:4][CH:3]=1. The yield is 0.250. (2) The reactants are [OH-:1].[Na+].C[O:4][C:5]([C:7]1[C:8]([NH:27][C:28]2[CH:33]=[CH:32][C:31]([Br:34])=[CH:30][C:29]=2[Cl:35])=[C:9]([Cl:26])[C:10]2[N:11]([C:13]([CH2:16][NH:17][CH2:18]C(OC(C)(C)C)=O)=[CH:14][N:15]=2)[CH:12]=1)=[O:6].[CH3:36][OH:37].O.Cl. The catalyst is O. The product is [Br:34][C:31]1[CH:32]=[CH:33][C:28]([NH:27][C:8]2[C:7]([C:5]([OH:4])=[O:6])=[CH:12][N:11]3[C:13]([CH2:16][N:17]([C:36]([O:37][C:7]([CH3:8])([CH3:12])[CH3:5])=[O:1])[CH3:18])=[CH:14][N:15]=[C:10]3[C:9]=2[Cl:26])=[C:29]([Cl:35])[CH:30]=1. The yield is 0.840. (3) The reactants are [Cl:1][C:2]1[C:3]([C:14]([F:17])([F:16])[F:15])=[N:4][N:5]([CH2:8][C:9]([O:11]CC)=[O:10])[C:6]=1[CH3:7].O[Li].O.Cl. The catalyst is C1COCC1.O. The product is [Cl:1][C:2]1[C:3]([C:14]([F:16])([F:15])[F:17])=[N:4][N:5]([CH2:8][C:9]([OH:11])=[O:10])[C:6]=1[CH3:7]. The yield is 0.890. (4) The reactants are [F:1][C:2]1[CH:7]=[CH:6][C:5]([F:8])=[CH:4][C:3]=1[N+:9]([O-])=O.[CH:12]([Mg]Br)=[CH2:13].[NH4+].[Cl-]. The catalyst is C1COCC1. The product is [F:8][C:5]1[CH:6]=[CH:7][C:2]([F:1])=[C:3]2[C:4]=1[CH:12]=[CH:13][NH:9]2. The yield is 0.0800. (5) The reactants are [CH3:1][O:2][CH2:3][CH2:4][NH:5][C:6]1[CH:15]=[CH:14][C:9]([C:10]([O:12][CH3:13])=[O:11])=[C:8]([CH3:16])[C:7]=1[N+:17]([O-])=O. The catalyst is C1COCC1.CO. The product is [NH2:17][C:7]1[C:8]([CH3:16])=[C:9]([CH:14]=[CH:15][C:6]=1[NH:5][CH2:4][CH2:3][O:2][CH3:1])[C:10]([O:12][CH3:13])=[O:11]. The yield is 0.920. (6) The reactants are Cl[C:2]1[C:7]([N+:8]([O-:10])=[O:9])=[CH:6][CH:5]=[C:4]([O:11][CH3:12])[N:3]=1.CC1(C)C(C)(C)OB([C:21]2[S:22][C:23](B3OC(C)(C)C(C)(C)O3)=[CH:24][CH:25]=2)O1.Br[C:37]1[CH:42]=[CH:41][C:40]([F:43])=[CH:39][CH:38]=1.C([O-])([O-])=O.[Na+].[Na+]. The catalyst is C1C=CC([P]([Pd]([P](C2C=CC=CC=2)(C2C=CC=CC=2)C2C=CC=CC=2)([P](C2C=CC=CC=2)(C2C=CC=CC=2)C2C=CC=CC=2)[P](C2C=CC=CC=2)(C2C=CC=CC=2)C2C=CC=CC=2)(C2C=CC=CC=2)C2C=CC=CC=2)=CC=1.O1CCOCC1. The product is [F:43][C:40]1[CH:41]=[CH:42][C:37]([C:23]2[S:22][C:21]([C:2]3[C:7]([N+:8]([O-:10])=[O:9])=[CH:6][CH:5]=[C:4]([O:11][CH3:12])[N:3]=3)=[CH:25][CH:24]=2)=[CH:38][CH:39]=1. The yield is 0.120.